Dataset: Forward reaction prediction with 1.9M reactions from USPTO patents (1976-2016). Task: Predict the product of the given reaction. Given the reactants C1C=C(Cl)C=C(C(OO)=[O:9])C=1.[N:12]1[C:21]2[C:16](=[CH:17][C:18]([CH2:22][C:23]([O:25][CH3:26])=[O:24])=[CH:19][CH:20]=2)[CH:15]=[CH:14][CH:13]=1.C([O-])([O-])=O.[K+].[K+], predict the reaction product. The product is: [CH3:26][O:25][C:23](=[O:24])[CH2:22][C:18]1[CH:17]=[C:16]2[C:21](=[CH:20][CH:19]=1)[N+:12]([O-:9])=[CH:13][CH:14]=[CH:15]2.